From a dataset of Full USPTO retrosynthesis dataset with 1.9M reactions from patents (1976-2016). Predict the reactants needed to synthesize the given product. (1) Given the product [CH3:23][C:22]([CH3:25])([CH3:24])[C:21]([O:20][CH2:19][C@H:9]1[CH2:8][C@H:7]([OH:6])[CH2:11][N:10]1[C:12]([O:14][C:15]([CH3:18])([CH3:17])[CH3:16])=[O:13])=[O:26], predict the reactants needed to synthesize it. The reactants are: CC([Si](C)(C)[O:6][C@@H:7]1[CH2:11][N:10]([C:12]([O:14][C:15]([CH3:18])([CH3:17])[CH3:16])=[O:13])[C@@H:9]([CH2:19][O:20][C:21](=[O:26])[C:22]([CH3:25])([CH3:24])[CH3:23])[CH2:8]1)(C)C.CCCC[N+](CCCC)(CCCC)CCCC.[F-]. (2) Given the product [CH3:29][C:27]1[NH:26][N:25]=[C:24]([NH:23][C:15]2[N:14]=[C:13]([O:9][C:5]3[CH:6]=[CH:7][CH:8]=[C:3]([C:2]([F:10])([F:11])[F:1])[CH:4]=3)[C:22]3[C:17]([CH:16]=2)=[CH:18][CH:19]=[CH:20][CH:21]=3)[CH:28]=1, predict the reactants needed to synthesize it. The reactants are: [F:1][C:2]([F:11])([F:10])[C:3]1[CH:4]=[C:5]([OH:9])[CH:6]=[CH:7][CH:8]=1.Cl[C:13]1[C:22]2[C:17](=[CH:18][CH:19]=[CH:20][CH:21]=2)[CH:16]=[C:15]([NH:23][C:24]2[CH:28]=[C:27]([CH3:29])[NH:26][N:25]=2)[N:14]=1.